This data is from Forward reaction prediction with 1.9M reactions from USPTO patents (1976-2016). The task is: Predict the product of the given reaction. (1) Given the reactants [F:1][C:2]1[CH:3]=[C:4]([CH:36]=[CH:37][CH:38]=1)[CH2:5][N:6]1[C:14]2[C:9](=[CH:10][C:11]([NH:15][C:16]3[C:17]4[CH:25]=[C:24]([NH:26]CC5C=CC(OC)=CC=5)[N:23]=[CH:22][C:18]=4[N:19]=[CH:20][N:21]=3)=[CH:12][CH:13]=2)[CH:8]=[N:7]1.FC(F)(F)C(O)=O.C1(OC)C=CC=CC=1, predict the reaction product. The product is: [F:1][C:2]1[CH:3]=[C:4]([CH:36]=[CH:37][CH:38]=1)[CH2:5][N:6]1[C:14]2[C:9](=[CH:10][C:11]([NH:15][C:16]3[C:17]4[CH:25]=[C:24]([NH2:26])[N:23]=[CH:22][C:18]=4[N:19]=[CH:20][N:21]=3)=[CH:12][CH:13]=2)[CH:8]=[N:7]1. (2) Given the reactants [CH3:1][NH:2][CH2:3][CH2:4][O:5][CH2:6][C:7]([OH:9])=[O:8].C(N(CC)CC)C.[CH3:17][O:18][C:19](Cl)=[O:20], predict the reaction product. The product is: [CH3:17][O:18][C:19]([N:2]([CH3:1])[CH2:3][CH2:4][O:5][CH2:6][C:7]([OH:9])=[O:8])=[O:20]. (3) Given the reactants [NH2:1][C:2]1[CH:10]=[CH:9][C:5]([C:6]([OH:8])=[O:7])=[CH:4][N:3]=1.[Br:11][CH2:12][C:13](=O)[C:14]([C:16]1[CH:21]=[CH:20][CH:19]=[CH:18][CH:17]=1)=[O:15], predict the reaction product. The product is: [BrH:11].[C:14]([C:13]1[N:1]=[C:2]2[CH:10]=[CH:9][C:5]([C:6]([OH:8])=[O:7])=[CH:4][N:3]2[CH:12]=1)(=[O:15])[C:16]1[CH:21]=[CH:20][CH:19]=[CH:18][CH:17]=1. (4) Given the reactants ClC1C=CC=C(OC)C=1C1C=CC=CC=1Cl.[F:17][C:18]1[CH:23]=[CH:22][CH:21]=[C:20]([O:24][CH3:25])[C:19]=1B(O)O.[Cl:29][C:30]1[CH:35]=[C:34]([Cl:36])[CH:33]=[CH:32][C:31]=1Br, predict the reaction product. The product is: [Cl:29][C:30]1[CH:35]=[C:34]([Cl:36])[CH:33]=[CH:32][C:31]=1[C:19]1[C:18]([F:17])=[CH:23][CH:22]=[CH:21][C:20]=1[O:24][CH3:25]. (5) Given the reactants [C:1]1([N:7]([C:21]2[CH:26]=[CH:25][CH:24]=[CH:23][CH:22]=2)[C:8]2[CH:13]=[CH:12][C:11]([NH:14][C:15]3[CH:20]=[CH:19][CH:18]=[CH:17][CH:16]=3)=[CH:10][CH:9]=2)[CH:6]=[CH:5][CH:4]=[CH:3][CH:2]=1.[CH3:27][C:28]([CH3:31])([O-])[CH3:29].[Na+], predict the reaction product. The product is: [C:1]1([N:7]([C:21]2[CH:26]=[CH:25][CH:24]=[CH:23][CH:22]=2)[C:8]2[CH:13]=[CH:12][C:11]([N:14]([C:20]3[CH:15]=[CH:16][C:27]4[N:7]([C:1]5[CH:6]=[CH:5][CH:4]=[CH:3][CH:2]=5)[C:8]5[C:29]([C:28]=4[CH:31]=3)=[CH:12][CH:11]=[CH:10][CH:9]=5)[C:15]3[CH:20]=[CH:19][CH:18]=[CH:17][CH:16]=3)=[CH:10][CH:9]=2)[CH:6]=[CH:5][CH:4]=[CH:3][CH:2]=1. (6) The product is: [CH3:19][N:20]1[CH2:21][CH2:7][CH2:6][CH2:5][CH:4]1[C:8]1[N:12]=[C:11]([CH2:13][CH2:14][C:15]([O:17][CH3:18])=[O:16])[O:10][N:9]=1. Given the reactants CN1[CH2:7][CH2:6][CH2:5][CH:4]([C:8]2[N:12]=[C:11]([CH2:13][CH2:14][C:15]([O:17][CH3:18])=[O:16])[O:10][N:9]=2)C1.[CH3:19][N:20]1CCC[CH:21]1C1N=C(CCC(OC)=O)ON=1, predict the reaction product. (7) Given the reactants [C@H:1]12[CH2:7][C@H:4]([NH:5][CH2:6]1)[CH2:3][N:2]2[C:8]([O:10][C:11]([CH3:14])([CH3:13])[CH3:12])=[O:9].Br[C:16]1[CH:17]=[N:18][CH:19]=[N:20][CH:21]=1, predict the reaction product. The product is: [N:18]1[CH:17]=[C:16]([N:5]2[CH2:6][C@@H:1]3[CH2:7][C@H:4]2[CH2:3][N:2]3[C:8]([O:10][C:11]([CH3:14])([CH3:13])[CH3:12])=[O:9])[CH:21]=[N:20][CH:19]=1.